From a dataset of Catalyst prediction with 721,799 reactions and 888 catalyst types from USPTO. Predict which catalyst facilitates the given reaction. (1) Reactant: [F:1][C:2]1[CH:3]=[CH:4][C:5]([NH:8][C:9]([C:11]2[C:16]([NH2:17])=[CH:15][CH:14]=[C:13]([CH3:18])[N:12]=2)=[O:10])=[N:6][CH:7]=1.Br[C:20]1[CH:21]=[N:22][CH:23]=[CH:24][CH:25]=1. Product: [F:1][C:2]1[CH:3]=[CH:4][C:5]([NH:8][C:9]([C:11]2[C:16]([NH:17][C:20]3[CH:21]=[N:22][CH:23]=[CH:24][CH:25]=3)=[CH:15][CH:14]=[C:13]([CH3:18])[N:12]=2)=[O:10])=[N:6][CH:7]=1. The catalyst class is: 45. (2) The catalyst class is: 5. Reactant: [CH2:1]([O:3][C:4]([C:6]1[C:7](=[O:31])[C:8]2[C:13]([C:14]=1[C:15]1[CH:20]=[CH:19][CH:18]=[CH:17][CH:16]=1)=[CH:12][CH:11]=[C:10]([O:21][CH2:22][CH2:23][CH2:24][C:25]1[CH:30]=[CH:29][CH:28]=[CH:27][CH:26]=1)[CH:9]=2)=[O:5])C.C1(C)C=CC(S(O)(=O)=O)=CC=1. Product: [CH3:1][O:3][C:4]([C:6]1[C:7](=[O:31])[C:8]2[C:13]([C:14]=1[C:15]1[CH:20]=[CH:19][CH:18]=[CH:17][CH:16]=1)=[CH:12][CH:11]=[C:10]([O:21][CH2:22][CH2:23][CH2:24][C:25]1[CH:26]=[CH:27][CH:28]=[CH:29][CH:30]=1)[CH:9]=2)=[O:5].